This data is from Catalyst prediction with 721,799 reactions and 888 catalyst types from USPTO. The task is: Predict which catalyst facilitates the given reaction. Reactant: CB1OB(C)OB(C)O1.Br[C:11]1[C:12]2[C:13](=[CH:18][N:19]([C:21]3[C:26]([Cl:27])=[CH:25][CH:24]=[CH:23][C:22]=3[Cl:28])[N:20]=2)[CH:14]=[N+:15]([O-:17])[CH:16]=1.[C:29](=O)([O-])[O-].[K+].[K+]. Product: [Cl:28][C:22]1[CH:23]=[CH:24][CH:25]=[C:26]([Cl:27])[C:21]=1[N:19]1[CH:18]=[C:13]2[CH:14]=[N+:15]([O-:17])[CH:16]=[C:11]([CH3:29])[C:12]2=[N:20]1. The catalyst class is: 77.